From a dataset of Forward reaction prediction with 1.9M reactions from USPTO patents (1976-2016). Predict the product of the given reaction. (1) Given the reactants Cl[C:2]1[C:11]2[C:6](=[CH:7][C:8]([S:12]([NH:15][C:16]3[CH:20]=[CH:19][O:18][N:17]=3)(=[O:14])=[O:13])=[CH:9][CH:10]=2)[CH:5]=[CH:4][N:3]=1.[CH3:21][O:22][C:23]1[C:28](B(O)O)=[CH:27][CH:26]=[CH:25][C:24]=1[C:32]1[CH:37]=[CH:36][CH:35]=[CH:34][CH:33]=1.C(=O)([O-])[O-].[K+].[K+], predict the reaction product. The product is: [O:18]1[CH:19]=[CH:20][C:16]([NH:15][S:12]([C:8]2[CH:7]=[C:6]3[C:11](=[CH:10][CH:9]=2)[C:2]([C:28]2[C:23]([O:22][CH3:21])=[C:24]([C:32]4[CH:33]=[CH:34][CH:35]=[CH:36][CH:37]=4)[CH:25]=[CH:26][CH:27]=2)=[N:3][CH:4]=[CH:5]3)(=[O:14])=[O:13])=[N:17]1. (2) The product is: [C:41]([N:1]1[CH2:2][CH:3]([N:5]2[CH2:6][CH2:7][CH:8]([C:11]3[C:12]([Cl:35])=[C:13]([NH:19][C:20]4[N:25]=[C:24]([NH:26][CH:27]5[CH2:28][CH2:29]5)[C:23]5=[N:30][CH:31]=[C:32]([C:33]#[N:34])[N:22]5[N:21]=4)[CH:14]=[C:15]([C:17]#[N:18])[CH:16]=3)[CH2:9][CH2:10]2)[CH2:4]1)(=[O:45])[CH3:42]. Given the reactants [NH:1]1[CH2:4][CH:3]([N:5]2[CH2:10][CH2:9][CH:8]([C:11]3[C:12]([Cl:35])=[C:13]([NH:19][C:20]4[N:25]=[C:24]([NH:26][CH:27]5[CH2:29][CH2:28]5)[C:23]5=[N:30][CH:31]=[C:32]([C:33]#[N:34])[N:22]5[N:21]=4)[CH:14]=[C:15]([C:17]#[N:18])[CH:16]=3)[CH2:7][CH2:6]2)[CH2:2]1.C(N([CH2:41][CH3:42])CC)C.ClC(OC)=[O:45], predict the reaction product. (3) Given the reactants [CH:1]([O:4][C:5]1[CH:6]=[C:7]([CH:22]=[C:23]([C:25]([O:27][CH3:28])=[O:26])[CH:24]=1)[O:8][C:9]1[CH:10]=[CH:11][C:12](C(OC(C)(C)C)=O)=[N:13][CH:14]=1)([CH3:3])[CH3:2].C(Cl)(Cl)Cl.FC(F)(F)[C:35]([OH:37])=[O:36].C1(P([N:54]=[N+]=[N-])(C2C=CC=CC=2)=O)C=CC=CC=1.[C:57](O)([CH3:60])([CH3:59])[CH3:58], predict the reaction product. The product is: [C:57]([O:37][C:35]([NH:54][C:12]1[N:13]=[CH:14][C:9]([O:8][C:7]2[CH:22]=[C:23]([CH:24]=[C:5]([O:4][CH:1]([CH3:2])[CH3:3])[CH:6]=2)[C:25]([O:27][CH3:28])=[O:26])=[CH:10][CH:11]=1)=[O:36])([CH3:60])([CH3:59])[CH3:58]. (4) Given the reactants [CH2:1]([O:8][CH2:9][O:10][C@@H:11]([CH3:14])[CH2:12][OH:13])[C:2]1[CH:7]=[CH:6][CH:5]=[CH:4][CH:3]=1.[C:15]1([CH3:25])[CH:20]=[CH:19][C:18]([S:21](Cl)(=[O:23])=[O:22])=[CH:17][CH:16]=1, predict the reaction product. The product is: [CH3:25][C:15]1[CH:20]=[CH:19][C:18]([S:21]([O:13][CH2:12][C@@H:11]([O:10][CH2:9][O:8][CH2:1][C:2]2[CH:7]=[CH:6][CH:5]=[CH:4][CH:3]=2)[CH3:14])(=[O:23])=[O:22])=[CH:17][CH:16]=1.